From a dataset of Reaction yield outcomes from USPTO patents with 853,638 reactions. Predict the reaction yield, written as a fraction of the theoretical maximum amount of product (1.0 means a 100% yield; for example, 0.34 means a 34% yield). (1) The reactants are [CH3:1][C:2]([CH3:8])([CH3:7])[CH2:3][C:4](Cl)=[O:5].C(N(CC)CC)C.[Br:16][C:17]1[CH:22]=[C:21]([CH3:23])[C:20]([NH2:24])=[C:19]([CH3:25])[CH:18]=1.O. The catalyst is C(#N)C. The product is [Br:16][C:17]1[CH:22]=[C:21]([CH3:23])[C:20]([NH:24][C:4](=[O:5])[CH2:3][C:2]([CH3:8])([CH3:7])[CH3:1])=[C:19]([CH3:25])[CH:18]=1. The yield is 1.00. (2) The reactants are FC(F)(F)C([NH:5][C:6]1[CH:13]=[CH:12][CH:11]=[CH:10][C:7]=1[CH:8]=[O:9])=O.[N+](C1C=CC=CC=1C=O)([O-])=O.[Sn](Cl)Cl.[OH-].[Na+]. The catalyst is Cl. The product is [NH2:5][C:6]1[CH:13]=[CH:12][CH:11]=[CH:10][C:7]=1[CH:8]=[O:9]. The yield is 0.780.